From a dataset of Reaction yield outcomes from USPTO patents with 853,638 reactions. Predict the reaction yield, written as a fraction of the theoretical maximum amount of product (1.0 means a 100% yield; for example, 0.34 means a 34% yield). (1) The reactants are [CH2:1]([O:3][CH2:4][CH2:5][O:6][C:7]1[CH:12]=[C:11]([CH3:13])[C:10]([C:14]2[CH:19]=[CH:18][CH:17]=[C:16]([CH2:20][NH:21][C:22]3[CH:27]=[CH:26][C:25]([CH:28]4[CH2:30][CH:29]4[C:31]([O:33]CC)=[O:32])=[C:24]([F:36])[CH:23]=3)[CH:15]=2)=[C:9]([CH3:37])[CH:8]=1)[CH3:2].[OH-].[Na+].C(O)(=O)CC(CC(O)=O)(C(O)=O)O.[ClH:53].C(OCC)(=O)C. The catalyst is C(O)C.O1CCCC1.C(OCC)(=O)C.O. The product is [ClH:53].[CH2:1]([O:3][CH2:4][CH2:5][O:6][C:7]1[CH:8]=[C:9]([CH3:37])[C:10]([C:14]2[CH:19]=[CH:18][CH:17]=[C:16]([CH2:20][NH:21][C:22]3[CH:27]=[CH:26][C:25]([CH:28]4[CH2:30][CH:29]4[C:31]([OH:33])=[O:32])=[C:24]([F:36])[CH:23]=3)[CH:15]=2)=[C:11]([CH3:13])[CH:12]=1)[CH3:2]. The yield is 0.730. (2) The reactants are C(OP([CH2:9][C:10]#[N:11])(=O)OCC)C.C[Si]([N-][Si](C)(C)C)(C)C.[Li+].[CH3:22][O:23][C:24]1[CH:25]=[C:26]([C:32]([C:34]2[CH:39]=[CH:38][CH:37]=[C:36]([O:40][CH3:41])[CH:35]=2)=O)[CH:27]=[C:28]([O:30][CH3:31])[CH:29]=1. The catalyst is C1COCC1. The product is [CH3:22][O:23][C:24]1[CH:25]=[C:26]([C:32]([C:34]2[CH:39]=[CH:38][CH:37]=[C:36]([O:40][CH3:41])[CH:35]=2)=[CH:9][C:10]#[N:11])[CH:27]=[C:28]([O:30][CH3:31])[CH:29]=1. The yield is 0.960. (3) The reactants are C(C1C=C(NC(=O)CC)C=CC=1)#N.[NH2:14][C:15]1[CH:16]=[C:17]([F:23])[CH:18]=[C:19]([CH:22]=1)[C:20]#[N:21].[CH3:24][CH2:25][CH2:26][CH2:27][C:28](Cl)=[O:29]. No catalyst specified. The product is [C:20]([C:19]1[CH:22]=[C:15]([NH:14][C:28](=[O:29])[CH2:27][CH2:26][CH2:25][CH3:24])[CH:16]=[C:17]([F:23])[CH:18]=1)#[N:21]. The yield is 0.910. (4) The reactants are [C:1]([O:5][C:6]([CH2:8][NH:9][C:10]1[CH:11]=[C:12]([C:16]2[N:21]=[CH:20][C:19]([CH:22]=[C:23]([O:29][CH2:30][CH3:31])[C:24]([O:26][CH2:27][CH3:28])=[O:25])=[CH:18][CH:17]=2)[CH:13]=[CH:14][CH:15]=1)=[O:7])([CH3:4])([CH3:3])[CH3:2].[H][H]. The catalyst is O1CCCC1.[Pd]. The product is [C:1]([O:5][C:6]([CH2:8][NH:9][C:10]1[CH:11]=[C:12]([C:16]2[N:21]=[CH:20][C:19]([CH2:22][CH:23]([O:29][CH2:30][CH3:31])[C:24]([O:26][CH2:27][CH3:28])=[O:25])=[CH:18][CH:17]=2)[CH:13]=[CH:14][CH:15]=1)=[O:7])([CH3:4])([CH3:2])[CH3:3]. The yield is 0.550. (5) The reactants are CC1(C)C2C(=C(P(C3C=CC=CC=3)C3C=CC=CC=3)C=CC=2)OC2C(P(C3C=CC=CC=3)C3C=CC=CC=3)=CC=CC1=2.[CH3:43][C:44]1[N:45]=[CH:46][NH:47][CH:48]=1.[C:49]([N:52]1[C:61]2[C:56](=[CH:57][C:58](Br)=[CH:59][CH:60]=2)[C@H:55]([NH:63][C:64](=[O:69])[O:65][CH:66]([CH3:68])[CH3:67])[CH2:54][C@@H:53]1[CH3:70])(=[O:51])[CH3:50].C(=O)([O-])[O-].[K+].[K+]. The catalyst is C(O)(C)(C)C.O.C([O-])(=O)C.[Pd+2].C([O-])(=O)C. The product is [C:49]([N:52]1[C:61]2[C:56](=[CH:57][C:58]([N:47]3[CH:48]=[C:44]([CH3:43])[N:45]=[CH:46]3)=[CH:59][CH:60]=2)[C@H:55]([NH:63][C:64](=[O:69])[O:65][CH:66]([CH3:67])[CH3:68])[CH2:54][C@@H:53]1[CH3:70])(=[O:51])[CH3:50]. The yield is 0.0900.